Dataset: Reaction yield outcomes from USPTO patents with 853,638 reactions. Task: Predict the reaction yield, written as a fraction of the theoretical maximum amount of product (1.0 means a 100% yield; for example, 0.34 means a 34% yield). The reactants are F[C:2]1[CH:16]=[CH:15][C:5]([C:6]([C:8]2[CH:13]=[CH:12][C:11](F)=[CH:10][CH:9]=2)=[O:7])=[CH:4][CH:3]=1.[H-].[Na+].[CH2:19]([OH:25])[CH:20]=[CH:21][CH:22]=[CH:23][CH3:24]. The catalyst is CN(C=O)C. The product is [CH2:19]([O:25][C:2]1[CH:16]=[CH:15][C:5]([C:6]([C:8]2[CH:13]=[CH:12][C:11]([O:7][CH2:6][CH:5]=[CH:4][CH:3]=[CH:2][CH3:16])=[CH:10][CH:9]=2)=[O:7])=[CH:4][CH:3]=1)[CH:20]=[CH:21][CH:22]=[CH:23][CH3:24]. The yield is 0.250.